From a dataset of Catalyst prediction with 721,799 reactions and 888 catalyst types from USPTO. Predict which catalyst facilitates the given reaction. Reactant: C([O:5][C@@H:6]([C@@H:8]1[CH2:12][O:11][C:10]([NH:13][C:14]2[CH:15]=[C:16]3[C:21](=[CH:22][CH:23]=2)[N:20]=[CH:19][N:18]=[C:17]3[NH:24][C:25]2[CH:30]=[CH:29][C:28]([O:31][CH2:32][C:33]3[S:34][CH:35]=[CH:36][N:37]=3)=[C:27]([Cl:38])[CH:26]=2)=[N:9]1)[CH3:7])(C)(C)C.C(O)(C(F)(F)F)=O. Product: [Cl:38][C:27]1[CH:26]=[C:25]([NH:24][C:17]2[C:16]3[C:21](=[CH:22][CH:23]=[C:14]([NH:13][C:10]4[O:11][CH2:12][C@@H:8]([C@H:6]([OH:5])[CH3:7])[N:9]=4)[CH:15]=3)[N:20]=[CH:19][N:18]=2)[CH:30]=[CH:29][C:28]=1[O:31][CH2:32][C:33]1[S:34][CH:35]=[CH:36][N:37]=1. The catalyst class is: 2.